Dataset: Peptide-MHC class II binding affinity with 134,281 pairs from IEDB. Task: Regression. Given a peptide amino acid sequence and an MHC pseudo amino acid sequence, predict their binding affinity value. This is MHC class II binding data. (1) The peptide sequence is TINAVASRKASNTIL. The MHC is DRB1_1301 with pseudo-sequence DRB1_1301. The binding affinity (normalized) is 0.787. (2) The peptide sequence is DMFFATVGFALGVFV. The MHC is DRB1_0802 with pseudo-sequence DRB1_0802. The binding affinity (normalized) is 0.131. (3) The peptide sequence is SPTQKVVIFILLMLV. The MHC is DRB1_1501 with pseudo-sequence DRB1_1501. The binding affinity (normalized) is 0.168. (4) The peptide sequence is FGPASFARIETAFAN. The MHC is DRB1_0401 with pseudo-sequence DRB1_0401. The binding affinity (normalized) is 0.930. (5) The peptide sequence is YDKFLANVSTVLTGY. The MHC is DRB3_0202 with pseudo-sequence DRB3_0202. The binding affinity (normalized) is 1.00. (6) The MHC is DRB1_1201 with pseudo-sequence DRB1_1201. The peptide sequence is RSLWIIFSKNLNIKL. The binding affinity (normalized) is 0.572.